Predict the product of the given reaction. From a dataset of Forward reaction prediction with 1.9M reactions from USPTO patents (1976-2016). (1) The product is: [F:21][C:20]1[CH:19]=[CH:18][CH:17]=[CH:16][C:15]=1[CH2:14][C:22]([CH:24]1[CH2:26][CH2:25]1)=[O:23]. Given the reactants CC(OC1SC2CCN([CH:14]([C:22]([CH:24]3[CH2:26][CH2:25]3)=[O:23])[C:15]3[CH:16]=[CH:17][CH:18]=[CH:19][C:20]=3[F:21])CC=2C=1)=O.FC1C=CC=CC=1CBr.C1(C#N)CC1.[Mg], predict the reaction product. (2) Given the reactants O.[OH-].[Na+].[C:4]([OH:8])(=[O:7])[CH:5]=[CH2:6].Br[CH2:10][C:11]1[CH:20]=[CH:19][C:18]2[C:13](=[CH:14][CH:15]=[CH:16][CH:17]=2)[CH:12]=1, predict the reaction product. The product is: [C:4]([O:8][CH2:10][C:11]1[CH:20]=[CH:19][C:18]2[C:13](=[CH:14][CH:15]=[CH:16][CH:17]=2)[CH:12]=1)(=[O:7])[CH:5]=[CH2:6]. (3) The product is: [C:1]([O:5][C:6]([N:8]1[CH2:20][C@@H:19]([CH3:21])[N:18]2[C@H:10]([CH2:11][C:12]3[C:17]2=[N:16][CH:15]=[C:14]([CH3:22])[CH:13]=3)[CH2:9]1)=[O:7])([CH3:4])([CH3:3])[CH3:2]. Given the reactants [C:1]([O:5][C:6]([N:8]1[CH2:20][C@@H:19]([CH3:21])[N:18]2[C:10](=[CH:11][C:12]3[C:17]2=[N:16][CH:15]=[C:14]([CH3:22])[CH:13]=3)[CH2:9]1)=[O:7])([CH3:4])([CH3:3])[CH3:2].C([BH3-])#N.[Na+], predict the reaction product. (4) Given the reactants C(OC(=O)[NH:7][C:8]([C:10]1[S:11][C:12]([S:26][CH3:27])=[C:13]([S:15]([C:18]2[CH:19]=[N:20][C:21](Cl)=[C:22]([Br:24])[CH:23]=2)(=[O:17])=[O:16])[CH:14]=1)=[NH:9])(C)(C)C.[CH3:29][C:30]1[CH:34]=[CH:33][S:32][C:31]=1[CH2:35][NH2:36].C1COCC1.C(Cl)(Cl)Cl.[F:46][C:47]([F:52])([F:51])[C:48]([OH:50])=[O:49], predict the reaction product. The product is: [F:46][C:47]([F:52])([F:51])[C:48]([OH:50])=[O:49].[Br:24][C:22]1[CH:23]=[C:18]([S:15]([C:13]2[CH:14]=[C:10]([C:8]([NH2:7])=[NH:9])[S:11][C:12]=2[S:26][CH3:27])(=[O:16])=[O:17])[CH:19]=[N:20][C:21]=1[NH:36][CH2:35][C:31]1[S:32][CH:33]=[CH:34][C:30]=1[CH3:29]. (5) Given the reactants [C:1]([O:5][C:6]([NH:8][C@@H:9]([CH2:13][C:14]1[CH2:18][CH2:17][CH2:16][CH:15]=1)[C:10]([OH:12])=O)=[O:7])([CH3:4])([CH3:3])[CH3:2].ClC(OCC)=O.CN1CCOCC1.Cl.[CH3:33][NH:34][O:35][CH3:36], predict the reaction product. The product is: [C:14]1([CH2:13][C@H:9]([NH:8][C:6](=[O:7])[O:5][C:1]([CH3:2])([CH3:3])[CH3:4])[C:10]([N:34]([O:35][CH3:36])[CH3:33])=[O:12])[CH2:18][CH2:17][CH2:16][CH:15]=1. (6) The product is: [CH3:31][C:23]1[CH:28]=[CH:27][C:26]([N:29]2[C:7]([C:9]3[CH:14]=[CH:13][CH:12]=[C:11]([C:15]([F:18])([F:17])[F:16])[CH:10]=3)=[CH:6][C:5]([C:4]([O:3][CH2:1][CH3:2])=[O:20])=[N:30]2)=[CH:25][CH:24]=1. Given the reactants [CH2:1]([O:3][C:4](=[O:20])[C:5](=O)/[CH:6]=[C:7](/[C:9]1[CH:14]=[CH:13][CH:12]=[C:11]([C:15]([F:18])([F:17])[F:16])[CH:10]=1)\[O-])[CH3:2].[Li+].Cl.[C:23]1([CH3:31])[CH:28]=[CH:27][C:26]([NH:29][NH2:30])=[CH:25][CH:24]=1, predict the reaction product. (7) Given the reactants CS(O[CH2:6][CH:7]1[CH2:12][CH2:11][CH:10]([CH2:13][N:14]([CH2:35][C:36]2[CH:41]=[CH:40][CH:39]=[CH:38][CH:37]=2)[S:15]([NH:18][C:19](=[O:34])[C:20]2[CH:25]=[C:24]([C:26]([F:29])([F:28])[F:27])[CH:23]=[C:22]([C:30]([F:33])([F:32])[F:31])[CH:21]=2)(=[O:17])=[O:16])[CH2:9][CH2:8]1)(=O)=O.[N-:42]=[N+:43]=[N-:44].[Na+], predict the reaction product. The product is: [N:42]([CH2:6][CH:7]1[CH2:12][CH2:11][CH:10]([CH2:13][N:14]([CH2:35][C:36]2[CH:41]=[CH:40][CH:39]=[CH:38][CH:37]=2)[S:15]([NH:18][C:19](=[O:34])[C:20]2[CH:21]=[C:22]([C:30]([F:31])([F:32])[F:33])[CH:23]=[C:24]([C:26]([F:28])([F:29])[F:27])[CH:25]=2)(=[O:16])=[O:17])[CH2:9][CH2:8]1)=[N+:43]=[N-:44]. (8) The product is: [CH3:1][O:2][CH2:3][O:4][C:5]1[CH:14]=[C:13]2[C:8]([CH:9]=[C:10]([CH2:15][N:17]3[CH2:22][CH2:21][CH2:20][C@@H:19]([C:23]([O:25][CH2:26][CH3:27])=[O:24])[CH2:18]3)[CH2:11][O:12]2)=[CH:7][CH:6]=1. Given the reactants [CH3:1][O:2][CH2:3][O:4][C:5]1[CH:14]=[C:13]2[C:8]([CH:9]=[C:10]([CH:15]=O)[CH2:11][O:12]2)=[CH:7][CH:6]=1.[NH:17]1[CH2:22][CH2:21][CH2:20][C@@H:19]([C:23]([O:25][CH2:26][CH3:27])=[O:24])[CH2:18]1.C(O[BH-](OC(=O)C)OC(=O)C)(=O)C.[Na+].C([O-])(O)=O.[Na+], predict the reaction product. (9) Given the reactants [F:1][C:2]([F:33])([F:32])[O:3][C:4]1[CH:9]=[CH:8][C:7]([S:10]([N:13]2[CH2:18][CH2:17][C:16](=[N:19][O:20][CH2:21][C:22]3[CH:23]=[C:24]([CH:29]=[CH:30][CH:31]=3)[C:25]([O:27]C)=[O:26])[CH2:15][CH2:14]2)(=[O:12])=[O:11])=[CH:6][CH:5]=1.[OH-].[Na+].Cl.O, predict the reaction product. The product is: [F:33][C:2]([F:1])([F:32])[O:3][C:4]1[CH:9]=[CH:8][C:7]([S:10]([N:13]2[CH2:18][CH2:17][C:16](=[N:19][O:20][CH2:21][C:22]3[CH:23]=[C:24]([CH:29]=[CH:30][CH:31]=3)[C:25]([OH:27])=[O:26])[CH2:15][CH2:14]2)(=[O:12])=[O:11])=[CH:6][CH:5]=1. (10) The product is: [C:1]([N:4]1[C:12]2[C:7](=[CH:8][C:9]([NH2:13])=[CH:10][CH:11]=2)[C:6]([NH:16][C:17](=[O:19])[CH3:18])=[N:5]1)(=[O:3])[CH3:2]. Given the reactants [C:1]([N:4]1[C:12]2[C:7](=[CH:8][C:9]([N+:13]([O-])=O)=[CH:10][CH:11]=2)[C:6]([NH:16][C:17](=[O:19])[CH3:18])=[N:5]1)(=[O:3])[CH3:2], predict the reaction product.